This data is from Forward reaction prediction with 1.9M reactions from USPTO patents (1976-2016). The task is: Predict the product of the given reaction. (1) Given the reactants Cl[C:2]1[N:7]=[C:6]([Cl:8])[C:5]([C:9]#[N:10])=[C:4](Cl)[N:3]=1.C([N:14]([CH:18]([CH3:20])C)C(C)C)C.[CH2:21]([CH2:23][NH2:24])[OH:22].[O:25]1CCOCC1, predict the reaction product. The product is: [Cl:8][C:6]1[C:5]([C:9]#[N:10])=[C:4]([NH:24][CH2:23][CH2:21][OH:22])[N:3]=[C:2]([NH:14][CH2:18][CH2:20][OH:25])[N:7]=1. (2) The product is: [Cl:25][C:26]1[CH:31]=[CH:30][C:29]([C@H:32]2[N:39]3[C:35]([S:36][C:37]([C:43]([C:8]4[N:7]([CH2:6][O:5][CH2:4][CH2:3][Si:2]([CH3:13])([CH3:12])[CH3:1])[CH:11]=[CH:10][N:9]=4)=[O:44])=[C:38]3[CH:40]([CH3:42])[CH3:41])=[N:34][C@:33]2([C:49]2[CH:50]=[CH:51][C:52]([Cl:55])=[CH:53][CH:54]=2)[CH3:48])=[CH:28][CH:27]=1. Given the reactants [CH3:1][Si:2]([CH3:13])([CH3:12])[CH2:3][CH2:4][O:5][CH2:6][N:7]1[CH:11]=[CH:10][N:9]=[CH:8]1.C([Li])CCC.CCCCCC.[Cl:25][C:26]1[CH:31]=[CH:30][C:29]([C@H:32]2[N:39]3[C:35]([S:36][C:37]([C:43](OCC)=[O:44])=[C:38]3[CH:40]([CH3:42])[CH3:41])=[N:34][C@:33]2([C:49]2[CH:54]=[CH:53][C:52]([Cl:55])=[CH:51][CH:50]=2)[CH3:48])=[CH:28][CH:27]=1.[Cl-].[NH4+], predict the reaction product.